From a dataset of Catalyst prediction with 721,799 reactions and 888 catalyst types from USPTO. Predict which catalyst facilitates the given reaction. Reactant: CCN(C(C)C)C(C)C.Cl.[CH3:11][C@H:12]1[NH:17][CH2:16][C@@H:15]([CH2:18][OH:19])[O:14][CH2:13]1.[NH2:20][C:21]1[N:26]=[C:25](Cl)[CH:24]=[C:23]([Cl:28])[N:22]=1. Product: [NH2:20][C:21]1[N:26]=[C:25]([N:17]2[C@H:12]([CH3:11])[CH2:13][O:14][C@H:15]([CH2:18][OH:19])[CH2:16]2)[CH:24]=[C:23]([Cl:28])[N:22]=1. The catalyst class is: 23.